Predict the reaction yield, written as a fraction of the theoretical maximum amount of product (1.0 means a 100% yield; for example, 0.34 means a 34% yield). From a dataset of Reaction yield outcomes from USPTO patents with 853,638 reactions. (1) The reactants are [O:1]1[C:5]2[CH:6]=[CH:7][C:8]([C:10]3([C:13]([NH:15][C:16]4[CH:21]=[CH:20][C:19]([C:22](=[O:31])[C:23]5[CH:28]=[CH:27][CH:26]=[CH:25][C:24]=5[O:29][CH3:30])=[CH:18][N:17]=4)=[O:14])[CH2:12][CH2:11]3)=[CH:9][C:4]=2[O:3][CH2:2]1.[BH4-].[Na+]. The catalyst is CO. The product is [O:1]1[C:5]2[CH:6]=[CH:7][C:8]([C:10]3([C:13]([NH:15][C:16]4[CH:21]=[CH:20][C:19]([CH:22]([OH:31])[C:23]5[CH:28]=[CH:27][CH:26]=[CH:25][C:24]=5[O:29][CH3:30])=[CH:18][N:17]=4)=[O:14])[CH2:12][CH2:11]3)=[CH:9][C:4]=2[O:3][CH2:2]1. The yield is 0.420. (2) The reactants are C(OC(=O)[NH:10][C@@H:11]1[CH2:17][CH2:16][CH2:15][N:14]([C:18]2[N:19]([CH3:40])[N:20]=[CH:21][C:22]=2[NH:23][C:24]([C:26]2[N:27]=[C:28](Br)[S:29][C:30]=2[NH:31]C(OC(C)(C)C)=O)=[O:25])[CH2:13][CH2:12]1)C1C=CC=CC=1.[CH:42]1([C:45]2[CH:50]=[CH:49][C:48](B3OC(C)(C)C(C)(C)O3)=[C:47]([F:60])[CH:46]=2)[CH2:44][CH2:43]1. No catalyst specified. The product is [NH2:31][C:30]1[S:29][C:28]([C:48]2[CH:49]=[CH:50][C:45]([CH:42]3[CH2:44][CH2:43]3)=[CH:46][C:47]=2[F:60])=[N:27][C:26]=1[C:24]([NH:23][C:22]1[CH:21]=[N:20][N:19]([CH3:40])[C:18]=1[N:14]1[CH2:15][CH2:16][CH2:17][C@@H:11]([NH2:10])[CH2:12][CH2:13]1)=[O:25]. The yield is 0.378. (3) The reactants are C(OC([N:8]1[CH2:13][CH2:12][CH:11]([N:14]2[CH2:27][C:19]3[C:20]4[CH:21]=[N:22][NH:23][C:24]=4[CH:25]=[CH:26][C:18]=3[CH2:17][C@@H:16]([NH:28][C:29]([O:31][CH2:32][C:33]3[CH:38]=[CH:37][CH:36]=[CH:35][CH:34]=3)=[O:30])[C:15]2=[O:39])[CH2:10][CH2:9]1)=O)(C)(C)C.C1(OC)C=CC=CC=1.[CH3:48][S:49]([OH:52])(=[O:51])=[O:50]. The catalyst is ClCCl.C(OCC)C. The product is [CH3:48][S:49]([OH:52])(=[O:51])=[O:50].[O:39]=[C:15]1[N:14]([CH:11]2[CH2:12][CH2:13][NH:8][CH2:9][CH2:10]2)[CH2:27][C:19]2[C:20]3[CH:21]=[N:22][NH:23][C:24]=3[CH:25]=[CH:26][C:18]=2[CH2:17][C@H:16]1[NH:28][C:29](=[O:30])[O:31][CH2:32][C:33]1[CH:38]=[CH:37][CH:36]=[CH:35][CH:34]=1. The yield is 1.00. (4) The reactants are [CH3:1][C:2]1([CH3:16])[CH2:10][C:9]2[NH:8][N:7]=[C:6]([C:11]([F:14])([F:13])[F:12])[C:5]=2[C:4](=[O:15])[CH2:3]1.[H-].[Na+].Br[CH2:20][C:21]1[CH:30]=[CH:29][C:24]([C:25]([O:27][CH3:28])=[O:26])=[CH:23][CH:22]=1. The catalyst is CC(N(C)C)=O. The product is [CH3:1][C:2]1([CH3:16])[CH2:10][C:9]2[N:8]([CH2:20][C:21]3[CH:30]=[CH:29][C:24]([C:25]([O:27][CH3:28])=[O:26])=[CH:23][CH:22]=3)[N:7]=[C:6]([C:11]([F:14])([F:13])[F:12])[C:5]=2[C:4](=[O:15])[CH2:3]1. The yield is 0.680. (5) The reactants are C([NH:5][S:6]([C:9]1[CH:14]=[CH:13][CH:12]=[C:11]([C:15]2[CH:20]=[C:19]([C:21]3[CH:26]=[C:25]([C:27]4[CH:32]=[CH:31][C:30]([C:33]([F:36])([F:35])[F:34])=[C:29]([O:37][CH3:38])[CH:28]=4)[CH:24]=[C:23]([CH3:39])[N:22]=3)[CH:18]=[CH:17][N:16]=2)[CH:10]=1)(=[O:8])=[O:7])(C)(C)C.C(O)(C(F)(F)F)=O. No catalyst specified. The product is [CH3:38][O:37][C:29]1[CH:28]=[C:27]([C:25]2[CH:24]=[C:23]([CH3:39])[N:22]=[C:21]([C:19]3[CH:18]=[CH:17][N:16]=[C:15]([C:11]4[CH:10]=[C:9]([S:6]([NH2:5])(=[O:7])=[O:8])[CH:14]=[CH:13][CH:12]=4)[CH:20]=3)[CH:26]=2)[CH:32]=[CH:31][C:30]=1[C:33]([F:36])([F:34])[F:35]. The yield is 1.00. (6) The reactants are [Cl:1][C:2]1[N:11]=[C:10]([N:12]2[CH2:16][CH2:15][C@H:14]([NH:17][C:18](=[O:20])[CH3:19])[CH2:13]2)[C:9]2[CH2:8][CH2:7][CH2:6][CH2:5][C:4]=2[N:3]=1.[Cl:21][C:22]1[CH:23]=[C:24]([NH2:29])[CH:25]=[C:26]([NH2:28])[CH:27]=1. No catalyst specified. The product is [ClH:1].[NH2:29][C:24]1[CH:25]=[C:26]([NH:28][C:2]2[N:11]=[C:10]([N:12]3[CH2:16][CH2:15][C@H:14]([NH:17][C:18](=[O:20])[CH3:19])[CH2:13]3)[C:9]3[CH2:8][CH2:7][CH2:6][CH2:5][C:4]=3[N:3]=2)[CH:27]=[C:22]([Cl:21])[CH:23]=1. The yield is 0.850.